This data is from Peptide-MHC class I binding affinity with 185,985 pairs from IEDB/IMGT. The task is: Regression. Given a peptide amino acid sequence and an MHC pseudo amino acid sequence, predict their binding affinity value. This is MHC class I binding data. (1) The peptide sequence is DTWHGFKNM. The MHC is HLA-B07:02 with pseudo-sequence HLA-B07:02. The binding affinity (normalized) is 0.0847. (2) The peptide sequence is LKQVYFES. The MHC is H-2-Db with pseudo-sequence H-2-Db. The binding affinity (normalized) is 0. (3) The peptide sequence is SMVISLLSM. The MHC is HLA-A02:01 with pseudo-sequence HLA-A02:01. The binding affinity (normalized) is 0.197. (4) The peptide sequence is VLDIISSKQY. The MHC is HLA-A33:01 with pseudo-sequence HLA-A33:01. The binding affinity (normalized) is 0.329. (5) The binding affinity (normalized) is 0.387. The MHC is HLA-A26:03 with pseudo-sequence HLA-A26:03. The peptide sequence is QQYHRFGLY. (6) The peptide sequence is TPKPAVRFAI. The MHC is HLA-B40:01 with pseudo-sequence HLA-B40:01. The binding affinity (normalized) is 0. (7) The binding affinity (normalized) is 0.0847. The peptide sequence is KSLTTTMQFK. The MHC is HLA-A02:01 with pseudo-sequence HLA-A02:01. (8) The peptide sequence is KSIEQHPVV. The MHC is HLA-A32:01 with pseudo-sequence HLA-A32:01. The binding affinity (normalized) is 0.302. (9) The peptide sequence is AMHYIRHRA. The MHC is HLA-B27:05 with pseudo-sequence HLA-B27:05. The binding affinity (normalized) is 0.0847.